Dataset: Peptide-MHC class II binding affinity with 134,281 pairs from IEDB. Task: Regression. Given a peptide amino acid sequence and an MHC pseudo amino acid sequence, predict their binding affinity value. This is MHC class II binding data. The peptide sequence is RTLILLMLTNPTKRN. The MHC is H-2-IAb with pseudo-sequence H-2-IAb. The binding affinity (normalized) is 0.